From a dataset of NCI-60 drug combinations with 297,098 pairs across 59 cell lines. Regression. Given two drug SMILES strings and cell line genomic features, predict the synergy score measuring deviation from expected non-interaction effect. Drug 1: CC(C1=C(C=CC(=C1Cl)F)Cl)OC2=C(N=CC(=C2)C3=CN(N=C3)C4CCNCC4)N. Drug 2: CCC1(C2=C(COC1=O)C(=O)N3CC4=CC5=C(C=CC(=C5CN(C)C)O)N=C4C3=C2)O.Cl. Cell line: HOP-92. Synergy scores: CSS=9.13, Synergy_ZIP=-4.63, Synergy_Bliss=-2.02, Synergy_Loewe=-11.7, Synergy_HSA=-0.428.